Predict the reactants needed to synthesize the given product. From a dataset of Full USPTO retrosynthesis dataset with 1.9M reactions from patents (1976-2016). (1) Given the product [CH2:6]([CH:13]([CH:19]([OH:21])[CH3:20])[C:14]([O:16][CH2:17][CH3:18])=[O:15])[C:7]1[CH:12]=[CH:11][CH:10]=[CH:9][CH:8]=1, predict the reactants needed to synthesize it. The reactants are: [BH4-].[Na+].[OH-].[Na+].O.[CH2:6]([CH:13]([C:19](=[O:21])[CH3:20])[C:14]([O:16][CH2:17][CH3:18])=[O:15])[C:7]1[CH:12]=[CH:11][CH:10]=[CH:9][CH:8]=1. (2) Given the product [CH3:13][O:12][C:10]([C:2]1[N:1]([CH3:16])[C:9]2[C:4](=[N:5][CH:6]=[CH:7][CH:8]=2)[CH:3]=1)=[O:11], predict the reactants needed to synthesize it. The reactants are: [NH:1]1[C:9]2[C:4](=[N:5][CH:6]=[CH:7][CH:8]=2)[CH:3]=[C:2]1[C:10]([O:12][CH3:13])=[O:11].[H-].[Na+].[CH3:16]I. (3) Given the product [Br:1][C:2]1[CH:7]=[C:6]([N+:8]([O-:10])=[O:9])[C:5]([NH:14][CH3:13])=[CH:4][N+:3]=1[O-:12], predict the reactants needed to synthesize it. The reactants are: [Br:1][C:2]1[CH:7]=[C:6]([N+:8]([O-:10])=[O:9])[C:5](F)=[CH:4][N+:3]=1[O-:12].[CH3:13][NH2:14].O. (4) Given the product [Cl:20][C:14]1[CH:15]=[C:16]([Cl:19])[CH:17]=[CH:18][C:13]=1[C:12]1[N:11]([CH3:21])[N:10]=[CH:9][C:8]=1[C:6]1[CH:5]=[CH:4][N:3]=[C:2]([NH:32][C:26]2[CH:27]=[CH:28][C:29]([O:30][CH3:31])=[C:24]([O:23][CH3:22])[CH:25]=2)[N:7]=1, predict the reactants needed to synthesize it. The reactants are: Cl[C:2]1[N:7]=[C:6]([C:8]2[CH:9]=[N:10][N:11]([CH3:21])[C:12]=2[C:13]2[CH:18]=[CH:17][C:16]([Cl:19])=[CH:15][C:14]=2[Cl:20])[CH:5]=[CH:4][N:3]=1.[CH3:22][O:23][C:24]1[CH:25]=[C:26]([NH2:32])[CH:27]=[CH:28][C:29]=1[O:30][CH3:31]. (5) Given the product [CH:1]1([CH2:6][CH:7]([N:11]2[C:16](=[O:17])[CH:15]=[C:14]([O:18][CH:19]3[CH2:23][CH2:22][CH2:21][CH2:20]3)[CH:13]=[N:12]2)[C:8]([NH:24][C:25]2[CH:29]=[CH:28][N:27]([CH2:30][C:31]([OH:33])([CH3:32])[CH3:34])[N:26]=2)=[O:9])[CH2:2][CH2:3][CH2:4][CH2:5]1, predict the reactants needed to synthesize it. The reactants are: [CH:1]1([CH2:6][CH:7]([N:11]2[C:16](=[O:17])[CH:15]=[C:14]([O:18][CH:19]3[CH2:23][CH2:22][CH2:21][CH2:20]3)[CH:13]=[N:12]2)[C:8](O)=[O:9])[CH2:5][CH2:4][CH2:3][CH2:2]1.[NH2:24][C:25]1[CH:29]=[CH:28][N:27]([CH2:30][C:31]([CH3:34])([OH:33])[CH3:32])[N:26]=1.